Dataset: Catalyst prediction with 721,799 reactions and 888 catalyst types from USPTO. Task: Predict which catalyst facilitates the given reaction. (1) Reactant: Br[C:2]1[C:3]2[N:10]([CH2:11][CH3:12])[C:9]([C:13]3[C:14]([NH2:18])=[N:15][O:16][N:17]=3)=[N:8][C:4]=2[CH:5]=[N:6][CH:7]=1.C([Li])CCC.CN(C)[CH:26]=[O:27]. Product: [NH2:18][C:14]1[C:13]([C:9]2[N:10]([CH2:11][CH3:12])[C:3]3[C:2]([CH:26]=[O:27])=[CH:7][N:6]=[CH:5][C:4]=3[N:8]=2)=[N:17][O:16][N:15]=1. The catalyst class is: 7. (2) Reactant: [CH3:1][N:2]1[C:6]([C:7](Cl)=[O:8])=[CH:5][C:4]([CH3:10])=[N:3]1.[NH2:11][C:12]1[CH:29]=[CH:28][C:15]([C:16]([C:18]2[CH:26]=[C:25]3[C:21]([CH2:22][C:23](=[O:27])[NH:24]3)=[CH:20][CH:19]=2)=[O:17])=[CH:14][CH:13]=1. Product: [O:27]=[C:23]1[CH2:22][C:21]2[C:25](=[CH:26][C:18]([C:16]([C:15]3[CH:14]=[CH:13][C:12]([NH:11][C:7]([C:6]4[N:2]([CH3:1])[N:3]=[C:4]([CH3:10])[CH:5]=4)=[O:8])=[CH:29][CH:28]=3)=[O:17])=[CH:19][CH:20]=2)[NH:24]1. The catalyst class is: 1. (3) Reactant: [C:1](=[O:12])([O:7][C:8]([CH3:11])([CH3:10])[CH3:9])OC(C)(C)C.C([N:15]([CH2:18][CH3:19])[CH2:16][CH3:17])C.[C:20]([O:23][CH2:24]C)(=[O:22])C.O. Product: [CH3:24][O:23][C:20]([C@@H:19]1[CH2:17][CH2:16][N:15]([C:1]([O:7][C:8]([CH3:9])([CH3:10])[CH3:11])=[O:12])[CH2:18]1)=[O:22]. The catalyst class is: 665. (4) Reactant: [CH2:1]([C:3]1[CH:4]=[C:5]([C:9]2[N:14]=[CH:13][C:12]3[CH:15]=[N:16][NH:17][C:11]=3[CH:10]=2)[CH:6]=[N:7][CH:8]=1)[CH3:2].Br[C:19]1[N:24]=[C:23]([F:25])[C:22]([Cl:26])=[CH:21][CH:20]=1.C(=O)([O-])[O-].[Cs+].[Cs+].CC1(C)C2C(=C(P(C3C=CC=CC=3)C3C=CC=CC=3)C=CC=2)OC2C(P(C3C=CC=CC=3)C3C=CC=CC=3)=CC=CC1=2. Product: [Cl:26][C:22]1[CH:21]=[CH:20][C:19]([N:17]2[C:11]3[CH:10]=[C:9]([C:5]4[CH:6]=[N:7][CH:8]=[C:3]([CH2:1][CH3:2])[CH:4]=4)[N:14]=[CH:13][C:12]=3[CH:15]=[N:16]2)=[N:24][C:23]=1[F:25]. The catalyst class is: 62.